This data is from Forward reaction prediction with 1.9M reactions from USPTO patents (1976-2016). The task is: Predict the product of the given reaction. (1) Given the reactants OC(C(F)(F)F)=O.[NH2:8][C@H:9]([C:19]1[C:24]([C:25]2[CH:26]=[CH:27][C:28]([Cl:40])=[C:29]3[C:33]=2[N:32]([CH3:34])[N:31]=[C:30]3[NH:35]S(C)(=O)=O)=[CH:23][CH:22]=[C:21]([C:41]#[C:42][C:43]([OH:46])([CH3:45])[CH3:44])[N:20]=1)[CH2:10][C:11]1[CH:16]=[C:15]([F:17])[CH:14]=[C:13]([F:18])[CH:12]=1.NC1C2C(=C(C3C([C@@H](NC(=O)OC(C)(C)C)CC4C=C(F)C=C(F)C=4)=NC(C#CC(O)(C)C)=CC=3)C=CC=2Cl)N(C)N=1, predict the reaction product. The product is: [NH2:8][C@H:9]([C:19]1[N:20]=[C:21]([C:41]#[C:42][C:43]([CH3:44])([OH:46])[CH3:45])[CH:22]=[CH:23][C:24]=1[C:25]1[CH:26]=[CH:27][C:28]([Cl:40])=[C:29]2[C:33]=1[N:32]([CH3:34])[N:31]=[C:30]2[NH2:35])[CH2:10][C:11]1[CH:12]=[C:13]([F:18])[CH:14]=[C:15]([F:17])[CH:16]=1. (2) Given the reactants O.C1(C)C=CC(S(O)(=O)=O)=CC=1.[CH2:13]([O:15][C:16]1[CH:35]=[CH:34][C:19]([CH2:20][C:21]2[CH:30]=[C:29]3[C:23](=[CH:24][CH:25]=[CH:26][CH:27]=[CH:28]3)[C:22]=2C(O)=O)=[CH:18][C:17]=1[C@H:36]1[C@@H:41]([O:42]C(=O)C)[C@@H:40]([O:46]C(=O)C)[C@@H:39]([O:50]C(=O)C)[C@@H:38]([CH2:54][O:55]C(=O)C)[O:37]1)[CH3:14], predict the reaction product. The product is: [CH:22]1[C:23]2[C:29]([CH:28]=[CH:27][CH:26]=[CH:25][CH:24]=2)=[CH:30][C:21]=1[CH2:20][C:19]1[CH:34]=[CH:35][C:16]([O:15][CH2:13][CH3:14])=[C:17]([C@@H:36]2[O:37][C@H:38]([CH2:54][OH:55])[C@@H:39]([OH:50])[C@H:40]([OH:46])[C@H:41]2[OH:42])[CH:18]=1. (3) Given the reactants [NH2:1][C:2]1[CH:3]=[C:4]([C:8]2[C:12]([Br:13])=[CH:11][N:10]([CH3:14])[N:9]=2)[CH:5]=[CH:6][CH:7]=1.[N+:15]([C:18]1[CH:23]=[CH:22][C:21]([CH2:24][C:25](O)=[O:26])=[CH:20][CH:19]=1)([O-:17])=[O:16].O.ON1C2C=CC=CC=2N=N1.F[P-](F)(F)(F)(F)F.N1(OC(N(C)C)=[N+](C)C)C2C=CC=CC=2N=N1.C(N(CC)C(C)C)(C)C, predict the reaction product. The product is: [Br:13][C:12]1[C:8]([C:4]2[CH:3]=[C:2]([NH:1][C:25](=[O:26])[CH2:24][C:21]3[CH:20]=[CH:19][C:18]([N+:15]([O-:17])=[O:16])=[CH:23][CH:22]=3)[CH:7]=[CH:6][CH:5]=2)=[N:9][N:10]([CH3:14])[CH:11]=1. (4) Given the reactants [F:1][C:2]1[CH:7]=[CH:6][C:5]([C:8]2[S:12][C:11]([CH3:13])=[N:10][C:9]=2[C:14]([OH:16])=O)=[CH:4][CH:3]=1.CN(C(ON1N=NC2C=CC=CC1=2)=[N+](C)C)C.[B-](F)(F)(F)F.CCN(C(C)C)C(C)C.Cl.[CH3:49][O:50][C:51]1[CH:52]=[CH:53][C:54]2[N:58]=[C:57]([C@@H:59]3[CH2:63][C:62](=[CH2:64])[CH2:61][NH:60]3)[NH:56][C:55]=2[CH:65]=1, predict the reaction product. The product is: [F:1][C:2]1[CH:3]=[CH:4][C:5]([C:8]2[S:12][C:11]([CH3:13])=[N:10][C:9]=2[C:14]([N:60]2[CH2:61][C:62](=[CH2:64])[CH2:63][C@H:59]2[C:57]2[NH:56][C:55]3[CH:65]=[C:51]([O:50][CH3:49])[CH:52]=[CH:53][C:54]=3[N:58]=2)=[O:16])=[CH:6][CH:7]=1. (5) The product is: [OH:37][C@H:36]([C:38]1[CH:43]=[CH:42][CH:41]=[CH:40][CH:39]=1)[CH2:35][NH:34][C:16]([C@@H:9]1[CH2:10][C:11](=[N:13][O:14][CH3:15])[CH2:12][N:8]1[C:6](=[O:7])[C:28]1[CH:27]=[CH:26][C:25]([C:22]2[CH:21]=[CH:20][N:19]=[CH:24][CH:23]=2)=[CH:33][CH:32]=1)=[O:18]. Given the reactants C(O[C:6]([N:8]1[CH2:12][C:11](=[N:13][O:14][CH3:15])[CH2:10][C@H:9]1[C:16]([OH:18])=O)=[O:7])(C)(C)C.[N:19]1[CH:24]=[CH:23][C:22]([C:25]2[CH:33]=[CH:32][C:28](C(O)=O)=[CH:27][CH:26]=2)=[CH:21][CH:20]=1.[NH2:34][CH2:35][C@@H:36]([C:38]1[CH:43]=[CH:42][CH:41]=[CH:40][CH:39]=1)[OH:37], predict the reaction product. (6) Given the reactants Cl[C:2]1[N:7]=[CH:6][C:5]([C:8]([OH:10])=[O:9])=[CH:4][C:3]=1[C:11]1[CH:16]=[CH:15][C:14]([Cl:17])=[CH:13][CH:12]=1.[O:18]1[CH2:22][CH2:21][CH:20]([CH2:23][OH:24])[CH2:19]1, predict the reaction product. The product is: [Cl:17][C:14]1[CH:15]=[CH:16][C:11]([C:3]2[C:2]([O:24][CH2:23][CH:20]3[CH2:21][CH2:22][O:18][CH2:19]3)=[N:7][CH:6]=[C:5]([CH:4]=2)[C:8]([OH:10])=[O:9])=[CH:12][CH:13]=1. (7) Given the reactants [CH3:1][C:2]1[S:3][C:4]2[CH:10]=[CH:9][CH:8]=[CH:7][C:5]=2[N:6]=1.[CH3:11][O:12][C:13]1[CH:22]=[CH:21][CH:20]=[CH:19][C:14]=1[C:15](OC)=O.[NH2:23][NH2:24].[CH3:25]O, predict the reaction product. The product is: [CH3:11][O:12][C:13]1[CH:22]=[CH:21][CH:20]=[CH:19][C:14]=1[C:15]1[C:1]([C:2]2[S:3][C:4]3[CH:10]=[CH:9][CH:8]=[CH:7][C:5]=3[N:6]=2)=[CH:25][NH:24][N:23]=1. (8) The product is: [CH3:1][C@:2]12[C:10]([C:11]3([CH2:14]/[CH:15]=[CH:16]\[C:17]([OH:20])([CH3:18])[CH3:19])[CH2:12][CH2:13]3)=[CH:9][CH2:8][C@H:7]1[C@@H:6]([OH:21])[CH2:5][CH2:4][CH2:3]2. Given the reactants [CH3:1][C@:2]12[C:10]([C:11]3([CH2:14][C:15]#[C:16][C:17]([OH:20])([CH3:19])[CH3:18])[CH2:13][CH2:12]3)=[CH:9][CH2:8][C@H:7]1[C@@H:6]([OH:21])[CH2:5][CH2:4][CH2:3]2.C(OCC)(=O)C.CCCCCC.N1C2C(=CC=CC=2)C=CC=1, predict the reaction product.